Dataset: Catalyst prediction with 721,799 reactions and 888 catalyst types from USPTO. Task: Predict which catalyst facilitates the given reaction. Reactant: C[O:2][C:3](=[O:35])[C:4]1[CH:9]=[CH:8][C:7]([O:10][C:11]2[N:12]=[N:13][C:14]([O:17][CH2:18][C:19]3[C:20]([C:27]4[C:32]([Cl:33])=[CH:31][CH:30]=[CH:29][C:28]=4[Cl:34])=[N:21][O:22][C:23]=3[CH:24]([CH3:26])[CH3:25])=[CH:15][CH:16]=2)=[CH:6][CH:5]=1.[OH-].[Na+].O. Product: [Cl:34][C:28]1[CH:29]=[CH:30][CH:31]=[C:32]([Cl:33])[C:27]=1[C:20]1[C:19]([CH2:18][O:17][C:14]2[N:13]=[N:12][C:11]([O:10][C:7]3[CH:6]=[CH:5][C:4]([C:3]([OH:35])=[O:2])=[CH:9][CH:8]=3)=[CH:16][CH:15]=2)=[C:23]([CH:24]([CH3:26])[CH3:25])[O:22][N:21]=1. The catalyst class is: 8.